This data is from Full USPTO retrosynthesis dataset with 1.9M reactions from patents (1976-2016). The task is: Predict the reactants needed to synthesize the given product. (1) Given the product [CH3:18][P:14]1(=[O:17])[CH2:13][CH2:12][C:11]([C:9]([OH:10])=[O:8])([C:19]([OH:21])=[O:20])[CH2:16][CH2:15]1, predict the reactants needed to synthesize it. The reactants are: C([O:8][C:9]([C:11]1([C:19]([O:21]CC2C=CC=CC=2)=[O:20])[CH2:16][CH2:15][P:14]([CH3:18])(=[O:17])[CH2:13][CH2:12]1)=[O:10])C1C=CC=CC=1.[H][H]. (2) Given the product [CH:1]1([CH:7]([NH:22][C:23]([C:25]2[CH:30]=[N:29][CH:28]=[CH:27][N:26]=2)=[O:24])[CH:8]([NH:13][CH:14]([C:18]([CH3:21])([CH3:20])[CH3:19])[C:15]([N:33]2[CH2:34][C@@H:35]3[CH2:39][CH2:38][CH2:37][C@@H:36]3[C@H:32]2[C:40]([O:42][CH2:43][CH3:44])=[O:41])=[O:16])[C:9]([F:10])([F:11])[F:12])[CH2:6][CH2:5][CH2:4][CH2:3][CH2:2]1, predict the reactants needed to synthesize it. The reactants are: [CH:1]1([CH:7]([NH:22][C:23]([C:25]2[CH:30]=[N:29][CH:28]=[CH:27][N:26]=2)=[O:24])[CH:8]([NH:13][CH:14]([C:18]([CH3:21])([CH3:20])[CH3:19])[C:15](O)=[O:16])[C:9]([F:12])([F:11])[F:10])[CH2:6][CH2:5][CH2:4][CH2:3][CH2:2]1.Cl.[C@@H:32]1([C:40]([O:42][CH2:43][CH3:44])=[O:41])[C@H:36]2[CH2:37][CH2:38][CH2:39][C@H:35]2[CH2:34][NH:33]1.CN1CCOCC1.CN(C(ON1N=NC2C=CC=NC1=2)=[N+](C)C)C.F[P-](F)(F)(F)(F)F. (3) Given the product [CH3:47][O:46][C:43]1[CH:44]=[CH:45][C:40]2[N:41]([C:37]([S:21][C:19]3[CH:18]=[CH:17][C:15]4[N:16]=[C:12]([NH:11][C:9]([NH:8][CH2:7][CH2:6][N:1]5[CH2:2][CH2:3][CH2:4][CH2:5]5)=[O:10])[S:13][C:14]=4[CH:20]=3)=[N:38][N:39]=2)[N:42]=1, predict the reactants needed to synthesize it. The reactants are: [N:1]1([CH2:6][CH2:7][NH:8][C:9]([NH:11][C:12]2[S:13][C:14]3[CH:20]=[C:19]([SH:21])[CH:18]=[CH:17][C:15]=3[N:16]=2)=[O:10])[CH2:5][CH2:4][CH2:3][CH2:2]1.P([O-])(O)(O)=O.[K+].SCC(C(CS)O)O.Cl[C:37]1[N:41]2[N:42]=[C:43]([O:46][CH3:47])[CH:44]=[CH:45][C:40]2=[N:39][N:38]=1. (4) Given the product [I:1][C:2]1[CH:3]=[N:4][N:5]([CH:14]([CH3:16])[CH3:15])[CH:6]=1, predict the reactants needed to synthesize it. The reactants are: [I:1][C:2]1[CH:3]=[N:4][NH:5][CH:6]=1.C([O-])([O-])=O.[Cs+].[Cs+].I[CH:14]([CH3:16])[CH3:15].